From a dataset of Peptide-MHC class I binding affinity with 185,985 pairs from IEDB/IMGT. Regression. Given a peptide amino acid sequence and an MHC pseudo amino acid sequence, predict their binding affinity value. This is MHC class I binding data. (1) The peptide sequence is PSEVELEEY. The MHC is HLA-A02:16 with pseudo-sequence HLA-A02:16. The binding affinity (normalized) is 0.0847. (2) The binding affinity (normalized) is 0.0847. The MHC is HLA-A30:01 with pseudo-sequence HLA-A30:01. The peptide sequence is LEHGLYPQL. (3) The peptide sequence is FMPESSYLL. The MHC is HLA-C04:01 with pseudo-sequence HLA-C04:01. The binding affinity (normalized) is 0.499. (4) The peptide sequence is GSTHVSWPK. The MHC is HLA-A31:01 with pseudo-sequence HLA-A31:01. The binding affinity (normalized) is 0.499. (5) The peptide sequence is LTLAIYHPQQFVYAG. The MHC is HLA-A23:01 with pseudo-sequence HLA-A23:01. The binding affinity (normalized) is 0.339.